This data is from Reaction yield outcomes from USPTO patents with 853,638 reactions. The task is: Predict the reaction yield, written as a fraction of the theoretical maximum amount of product (1.0 means a 100% yield; for example, 0.34 means a 34% yield). (1) The reactants are [Cl:1][C:2]1[C:3]([CH3:12])=[C:4]([S:8](Cl)(=[O:10])=[O:9])[CH:5]=[CH:6][CH:7]=1.N1C=CC=CC=1.[NH2:19][C:20]1[CH:21]=[C:22]2[C:27](=[CH:28][CH:29]=1)[N:26]=[C:25]([CH3:30])[C:24]([CH3:31])=[N:23]2.C([O-])(O)=O.[Na+]. The catalyst is ClCCl. The product is [Cl:1][C:2]1[C:3]([CH3:12])=[C:4]([S:8]([NH:19][C:20]2[CH:21]=[C:22]3[C:27](=[CH:28][CH:29]=2)[N:26]=[C:25]([CH3:30])[C:24]([CH3:31])=[N:23]3)(=[O:10])=[O:9])[CH:5]=[CH:6][CH:7]=1. The yield is 0.910. (2) The reactants are [F:1][C:2]1[C:7]([CH3:8])=[CH:6][C:5]([NH:9][CH:10]2[CH2:15][CH2:14][N:13]([C@H:16]3[CH2:21][CH2:20][C@@H:19]([O:22][CH2:23][CH2:24][CH3:25])[CH2:18][CH2:17]3)[CH2:12][CH2:11]2)=[C:4]([N+:26]([O-])=O)[CH:3]=1.O.NN. The catalyst is C(O)C.[Ni]. The product is [F:1][C:2]1[CH:3]=[C:4]([NH2:26])[C:5]([NH:9][CH:10]2[CH2:15][CH2:14][N:13]([C@H:16]3[CH2:21][CH2:20][C@@H:19]([O:22][CH2:23][CH2:24][CH3:25])[CH2:18][CH2:17]3)[CH2:12][CH2:11]2)=[CH:6][C:7]=1[CH3:8]. The yield is 0.950. (3) The reactants are [Cl:1][C:2]1[CH:3]=[C:4]([C:8]2[C:13]3[N:14]=[CH:15][S:16][C:12]=3[CH:11]=[C:10]([CH2:17][C:18]3[CH:23]=[CH:22][C:21]([N+:24]([O-])=O)=[CH:20][CH:19]=3)[CH:9]=2)[CH:5]=[CH:6][CH:7]=1.Cl. The catalyst is C(OCC)(=O)C.CCOCC.[Pd]. The product is [Cl:1][C:2]1[CH:3]=[C:4]([C:8]2[C:13]3[N:14]=[CH:15][S:16][C:12]=3[CH:11]=[C:10]([CH2:17][C:18]3[CH:19]=[CH:20][C:21]([NH2:24])=[CH:22][CH:23]=3)[CH:9]=2)[CH:5]=[CH:6][CH:7]=1. The yield is 0.310.